From a dataset of Forward reaction prediction with 1.9M reactions from USPTO patents (1976-2016). Predict the product of the given reaction. (1) The product is: [Cl:8][C:7]1[C:2]([NH:9][C:10]2[CH:15]=[CH:14][CH:13]=[CH:12][CH:11]=2)=[N:3][CH:4]=[CH:5][N:6]=1. Given the reactants Cl[C:2]1[C:7]([Cl:8])=[N:6][CH:5]=[CH:4][N:3]=1.[NH2:9][C:10]1[CH:15]=[CH:14][CH:13]=[CH:12][CH:11]=1.C(=O)([O-])[O-].[Na+].[Na+], predict the reaction product. (2) Given the reactants [Cl:1][C:2]1[CH:7]=[CH:6][C:5]([C:8]2[N:9]=[C:10]([N:28]3[CH:32]=[CH:31][N:30]=[C:29]3[CH3:33])[O:11][C:12]=2[CH2:13][CH2:14][CH2:15][O:16][C:17]2[CH:22]=[CH:21][C:20](CC([O-])=O)=[CH:19][C:18]=2[CH3:27])=[CH:4][CH:3]=1.Cl.C[OH:36], predict the reaction product. The product is: [Cl:1][C:2]1[CH:7]=[CH:6][C:5]([C:8]2[N:9]=[C:10]([N:28]3[CH:32]=[CH:31][N:30]=[C:29]3[CH3:33])[O:11][C:12]=2[CH2:13][CH2:14][CH2:15][O:16][C:17]2[CH:22]=[CH:21][C:20]([OH:36])=[CH:19][C:18]=2[CH3:27])=[CH:4][CH:3]=1.